This data is from Kir2.1 potassium channel HTS with 301,493 compounds. The task is: Binary Classification. Given a drug SMILES string, predict its activity (active/inactive) in a high-throughput screening assay against a specified biological target. (1) The compound is S(C(C(=O)NCC1OCCC1)C)c1n(c(nn1)c1ccncc1)C. The result is 0 (inactive). (2) The molecule is O=C1NCCN(CC2CCCCC2)C1CC(=O)N(Cc1nocc1)C. The result is 0 (inactive). (3) The drug is S(c1[nH]c(c2ccc(F)cc2)cn1)CC(=O)NCc1occc1. The result is 0 (inactive). (4) The molecule is S(CC(=O)N1CC(Nc2cc(c(cc2)C)C)CCC1)c1ccncc1. The result is 0 (inactive). (5) The molecule is S(CC(=O)N1CCCC1)c1n(c2c(n1)cccc2)CC. The result is 0 (inactive). (6) The drug is Fc1c(NC(=O)CCc2[nH]c3c(n2)cccc3)cccc1. The result is 0 (inactive).